This data is from Full USPTO retrosynthesis dataset with 1.9M reactions from patents (1976-2016). The task is: Predict the reactants needed to synthesize the given product. (1) Given the product [CH:12]([O:11][C:8]1([C:5]2[CH:6]=[CH:7][C:2]([C:22]#[C:21][Si:18]([CH3:20])([CH3:19])[CH3:17])=[CH:3][C:4]=2[CH2:15][CH3:16])[CH2:10][CH2:9]1)([CH3:14])[CH3:13], predict the reactants needed to synthesize it. The reactants are: Br[C:2]1[CH:7]=[CH:6][C:5]([C:8]2([O:11][CH:12]([CH3:14])[CH3:13])[CH2:10][CH2:9]2)=[C:4]([CH2:15][CH3:16])[CH:3]=1.[CH3:17][Si:18]([C:21]#[CH:22])([CH3:20])[CH3:19]. (2) Given the product [C:4]([O:3][C:1]([N:8]1[CH2:13][CH2:12][CH:11]([NH:14][C:16]2[N:21]=[CH:20][CH:19]=[CH:18][N:17]=2)[CH2:10][CH2:9]1)=[O:2])([CH3:7])([CH3:6])[CH3:5], predict the reactants needed to synthesize it. The reactants are: [C:1]([N:8]1[CH2:13][CH2:12][CH:11]([NH2:14])[CH2:10][CH2:9]1)([O:3][C:4]([CH3:7])([CH3:6])[CH3:5])=[O:2].Cl[C:16]1[N:21]=[CH:20][CH:19]=[CH:18][N:17]=1.C(N(C(C)C)CC)(C)C. (3) Given the product [CH3:1][O:2][C:3]([C:4]1([S:6][CH3:7])[CH2:5][CH2:25][N:24]([CH2:17][C:18]2[CH:19]=[CH:20][CH:21]=[CH:22][CH:23]=2)[CH2:30]1)=[O:8], predict the reactants needed to synthesize it. The reactants are: [CH3:1][O:2][C:3](=[O:8])[C:4]([S:6][CH3:7])=[CH2:5].C(OC(=C)C(O)=O)C.[CH2:17]([N:24]([CH2:30]OC)[CH2:25][Si](C)(C)C)[C:18]1[CH:23]=[CH:22][CH:21]=[CH:20][CH:19]=1.FC(F)(F)C(O)=O. (4) Given the product [C:36]([O:40][C:41]([NH:43][CH2:44][C:45]([NH:47][CH2:48][C:49]([NH:1][C:2]1[CH:35]=[CH:34][C:5]([CH2:6][NH:7][C:8]2[N:13]=[C:12]([O:14][CH2:15][C:16]([F:19])([F:17])[F:18])[N:11]=[C:10]([NH:20][C:21]3[CH:33]=[CH:32][C:24]([C:25]([O:27][C:28]([CH3:30])([CH3:31])[CH3:29])=[O:26])=[CH:23][CH:22]=3)[N:9]=2)=[CH:4][CH:3]=1)=[O:50])=[O:46])=[O:42])([CH3:39])([CH3:38])[CH3:37], predict the reactants needed to synthesize it. The reactants are: [NH2:1][C:2]1[CH:35]=[CH:34][C:5]([CH2:6][NH:7][C:8]2[N:13]=[C:12]([O:14][CH2:15][C:16]([F:19])([F:18])[F:17])[N:11]=[C:10]([NH:20][C:21]3[CH:33]=[CH:32][C:24]([C:25]([O:27][C:28]([CH3:31])([CH3:30])[CH3:29])=[O:26])=[CH:23][CH:22]=3)[N:9]=2)=[CH:4][CH:3]=1.[C:36]([O:40][C:41]([NH:43][CH2:44][C:45]([NH:47][CH2:48][C:49](O)=[O:50])=[O:46])=[O:42])([CH3:39])([CH3:38])[CH3:37].CN(C(ON1N=NC2C=CC=NC1=2)=[N+](C)C)C.F[P-](F)(F)(F)(F)F. (5) Given the product [F:1][C:2]1[C:42]([F:43])=[CH:41][CH:40]=[CH:39][C:3]=1[CH2:4][S:5][C:6]1[N:11]=[C:10]([NH:12][S:13]([N:16]2[CH2:17][CH2:18][NH:19][CH2:20][CH2:21]2)(=[O:15])=[O:14])[CH:9]=[C:8]([O:29][C@H:30]([CH3:31])[C@@H:32]([OH:33])[CH2:36][OH:35])[N:7]=1, predict the reactants needed to synthesize it. The reactants are: [F:1][C:2]1[C:42]([F:43])=[CH:41][CH:40]=[CH:39][C:3]=1[CH2:4][S:5][C:6]1[N:11]=[C:10]([NH:12][S:13]([N:16]2[CH2:21][CH2:20][N:19](C(OC(C)(C)C)=O)[CH2:18][CH2:17]2)(=[O:15])=[O:14])[CH:9]=[C:8]([O:29][C@@H:30]([C@@H:32]2[CH2:36][O:35]C(C)(C)[O:33]2)[CH3:31])[N:7]=1. (6) Given the product [C:25]([O:29][C:30]([C:31]1[C:32]([O:36][CH2:37][C:38]2[CH:43]=[CH:42][CH:41]=[CH:40][CH:39]=2)=[C:33]([OH:34])[N:24]=[C:22]([CH2:21][C:11]2([C:5]3[CH:10]=[CH:9][CH:8]=[CH:7][CH:6]=3)[CH2:12][CH2:13][C:14]3([O:18][CH2:17][CH2:16][O:15]3)[CH2:19][CH2:20]2)[N:23]=1)=[O:45])([CH3:28])([CH3:26])[CH3:27], predict the reactants needed to synthesize it. The reactants are: C(O)(=O)C.[C:5]1([C:11]2([CH2:21][C:22]([NH2:24])=[NH:23])[CH2:20][CH2:19][C:14]3([O:18][CH2:17][CH2:16][O:15]3)[CH2:13][CH2:12]2)[CH:10]=[CH:9][CH:8]=[CH:7][CH:6]=1.[C:25]([O:29][C:30](=[O:45])/[C:31](/O)=[C:32](\[O:36][CH2:37][C:38]1[CH:43]=[CH:42][CH:41]=[CH:40][CH:39]=1)/[C:33](O)=[O:34])([CH3:28])([CH3:27])[CH3:26].C[O-].[Na+].CCCCCC. (7) Given the product [Cl:1][C:2]1[CH:10]=[C:9]([CH:8]=[CH:7][C:3]=1[C:4]([N:34]1[CH2:35][CH2:36][CH2:37][CH2:38][CH:33]1[CH2:32][N:26]1[CH2:31][CH2:30][CH2:29][CH2:28][CH2:27]1)=[O:5])[C:11]([NH:13][CH:14]([C:16]1[NH:20][C:19]2[CH:21]=[CH:22][C:23]([Cl:25])=[CH:24][C:18]=2[N:17]=1)[CH3:15])=[O:12], predict the reactants needed to synthesize it. The reactants are: [Cl:1][C:2]1[CH:10]=[C:9]([C:11]([NH:13][CH:14]([C:16]2[NH:20][C:19]3[CH:21]=[CH:22][C:23]([Cl:25])=[CH:24][C:18]=3[N:17]=2)[CH3:15])=[O:12])[CH:8]=[CH:7][C:3]=1[C:4](O)=[O:5].[N:26]1([CH2:32][CH:33]2[CH2:38][CH2:37][CH2:36][CH2:35][NH:34]2)[CH2:31][CH2:30][CH2:29][CH2:28][CH2:27]1.C(N(C(C)C)CC)(C)C.ClCl. (8) The reactants are: BrC1C=CC(C(Cl)=O)=CC=1.[CH2:11]([N:18]1[C:23](=[O:24])[C:22]2[C:25](Br)=[C:26]([Br:28])[S:27][C:21]=2[N:20]=[C:19]1[CH:30]([N:33]([CH2:43][CH2:44][N:45]([CH3:47])[CH3:46])[C:34](=[O:42])[C:35]1[CH:40]=[CH:39][C:38]([Br:41])=[CH:37][CH:36]=1)[CH2:31][CH3:32])[C:12]1[CH:17]=[CH:16][CH:15]=[CH:14][CH:13]=1.C(N(CC)C(C)C)(C)C. Given the product [CH2:11]([N:18]1[C:23](=[O:24])[C:22]2[CH:25]=[C:26]([Br:28])[S:27][C:21]=2[N:20]=[C:19]1[CH:30]([N:33]([CH2:43][CH2:44][N:45]([CH3:47])[CH3:46])[C:34](=[O:42])[C:35]1[CH:36]=[CH:37][C:38]([Br:41])=[CH:39][CH:40]=1)[CH2:31][CH3:32])[C:12]1[CH:17]=[CH:16][CH:15]=[CH:14][CH:13]=1, predict the reactants needed to synthesize it. (9) Given the product [N:12]1([C:10]2[C:9]3[C:4](=[CH:5][CH:6]=[CH:7][CH:8]=3)[C:3](=[O:18])[N:2]([NH:1][C:33](=[O:34])[CH2:32][C:28]3[CH:29]=[CH:30][CH:31]=[C:26]([O:19][C:20]4[CH:25]=[CH:24][CH:23]=[CH:22][CH:21]=4)[CH:27]=3)[N:11]=2)[CH2:17][CH2:16][O:15][CH2:14][CH2:13]1, predict the reactants needed to synthesize it. The reactants are: [NH2:1][N:2]1[N:11]=[C:10]([N:12]2[CH2:17][CH2:16][O:15][CH2:14][CH2:13]2)[C:9]2[C:4](=[CH:5][CH:6]=[CH:7][CH:8]=2)[C:3]1=[O:18].[O:19]([C:26]1[CH:27]=[C:28]([CH2:32][C:33](O)=[O:34])[CH:29]=[CH:30][CH:31]=1)[C:20]1[CH:25]=[CH:24][CH:23]=[CH:22][CH:21]=1.